Dataset: Catalyst prediction with 721,799 reactions and 888 catalyst types from USPTO. Task: Predict which catalyst facilitates the given reaction. (1) Reactant: [Cl:1][C:2]1[CH:3]=[CH:4][C:5]2[N:11]3[C:12]([C:15]([F:18])([F:17])[F:16])=[N:13][N:14]=[C:10]3[C@@H:9]([CH2:19][C:20]([O:22]CC)=[O:21])[S:8][C@H:7]([C:25]3[CH:30]=[CH:29][CH:28]=[C:27]([O:31][CH3:32])[C:26]=3[CH2:33][CH3:34])[C:6]=2[CH:35]=1.Cl.C(OCC)(=O)C. Product: [Cl:1][C:2]1[CH:3]=[CH:4][C:5]2[N:11]3[C:12]([C:15]([F:18])([F:17])[F:16])=[N:13][N:14]=[C:10]3[C@@H:9]([CH2:19][C:20]([OH:22])=[O:21])[S:8][C@H:7]([C:25]3[CH:30]=[CH:29][CH:28]=[C:27]([O:31][CH3:32])[C:26]=3[CH2:33][CH3:34])[C:6]=2[CH:35]=1. The catalyst class is: 12. (2) The catalyst class is: 3. Reactant: CC1(C)C(C)(C)OB([C:9]2[CH2:14][CH2:13][CH:12]([O:15][CH2:16][CH:17]3[CH2:22][CH2:21][N:20]([C:23]([O:25][C:26]([CH3:29])([CH3:28])[CH3:27])=[O:24])[CH2:19][CH2:18]3)[CH2:11][CH:10]=2)O1.Br[C:32]1[CH:37]=[CH:36][C:35]([S:38]([CH3:41])(=[O:40])=[O:39])=[CH:34][N:33]=1.C(=O)([O-])[O-].[Na+].[Na+]. Product: [CH3:41][S:38]([C:35]1[CH:36]=[CH:37][C:32]([C:9]2[CH2:14][CH2:13][CH:12]([O:15][CH2:16][CH:17]3[CH2:18][CH2:19][N:20]([C:23]([O:25][C:26]([CH3:27])([CH3:28])[CH3:29])=[O:24])[CH2:21][CH2:22]3)[CH2:11][CH:10]=2)=[N:33][CH:34]=1)(=[O:40])=[O:39].